From a dataset of TCR-epitope binding with 47,182 pairs between 192 epitopes and 23,139 TCRs. Binary Classification. Given a T-cell receptor sequence (or CDR3 region) and an epitope sequence, predict whether binding occurs between them. (1) The epitope is SQASSRSSSR. The TCR CDR3 sequence is CASSQVWGSGEKLFF. Result: 0 (the TCR does not bind to the epitope). (2) The epitope is FLLNKEMYL. The TCR CDR3 sequence is CASSRRTSGGYDEQFF. Result: 0 (the TCR does not bind to the epitope). (3) The epitope is NLVPMVATV. The TCR CDR3 sequence is CATTERDQETQYF. Result: 0 (the TCR does not bind to the epitope). (4) The epitope is SLYNTVATL. The TCR CDR3 sequence is CASSDRTGGGETQYF. Result: 1 (the TCR binds to the epitope). (5) The epitope is FVDGVPFVV. The TCR CDR3 sequence is CASSLGPVEAFF. Result: 0 (the TCR does not bind to the epitope). (6) The epitope is ARMILMTHF. The TCR CDR3 sequence is CASSPATGTEAFF. Result: 1 (the TCR binds to the epitope). (7) The epitope is LQPFPQPELPYPQPQ. The TCR CDR3 sequence is CSARLGVGNTIYF. Result: 0 (the TCR does not bind to the epitope).